This data is from Forward reaction prediction with 1.9M reactions from USPTO patents (1976-2016). The task is: Predict the product of the given reaction. (1) Given the reactants [F:1][C:2]([F:7])([F:6])[C:3]([OH:5])=[O:4].[CH2:8]([N:10]([CH2:12][C:13]1[S:17][CH:16]=[C:15]([C:18]2[CH:19]=[C:20]3[C:24](=[C:25]([C:27]([NH2:29])=[O:28])[CH:26]=2)[NH:23][CH:22]=[C:21]3[CH:30]2[CH2:35][CH2:34][N:33]([S:36]([CH2:39][CH3:40])(=[O:38])=[O:37])[CH2:32][CH2:31]2)[CH:14]=1)[CH3:11])[CH3:9].[CH3:41][NH:42][CH2:43][CH3:44], predict the reaction product. The product is: [F:1][C:2]([F:7])([F:6])[C:3]([OH:5])=[O:4].[CH2:39]([S:36]([N:33]1[CH2:34][CH2:35][CH:30]([C:21]2[C:20]3[C:24](=[C:25]([C:27]([NH2:29])=[O:28])[CH:26]=[C:18]([C:15]4[CH:14]=[C:13]([CH2:12][N:10]([CH3:11])[CH2:8][CH2:9][C:43]5[CH:44]=[CH:3][CH:2]=[CH:41][N:42]=5)[S:17][CH:16]=4)[CH:19]=3)[NH:23][CH:22]=2)[CH2:31][CH2:32]1)(=[O:37])=[O:38])[CH3:40]. (2) The product is: [OH:3][CH:1]([C:4]1[CH:5]=[CH:6][C:7]([C:10]2[S:14][C:13]([C:15]3[N:19]=[N:18][NH:17][C:16]=3[C:20]#[N:21])=[CH:12][CH:11]=2)=[CH:8][CH:9]=1)[CH3:2]. Given the reactants [C:1]([C:4]1[CH:9]=[CH:8][C:7]([C:10]2[S:14][C:13]([C:15]3[N:19]=[N:18][NH:17][C:16]=3[C:20]#[N:21])=[CH:12][CH:11]=2)=[CH:6][CH:5]=1)(=[O:3])[CH3:2].[BH4-].[Na+].O.Cl, predict the reaction product. (3) Given the reactants Cl[C:2]1[C:3]([CH3:14])=[C:4]([CH2:12][CH3:13])[C:5]2[N:6]([C:8]([NH2:11])=[N:9][N:10]=2)[N:7]=1.[CH2:15]([OH:17])[CH3:16].[O-]CC.[Na+], predict the reaction product. The product is: [CH2:15]([O:17][C:2]1[C:3]([CH3:14])=[C:4]([CH2:12][CH3:13])[C:5]2[N:6]([C:8]([NH2:11])=[N:9][N:10]=2)[N:7]=1)[CH3:16]. (4) Given the reactants [CH3:1][C:2]1[NH:6][C:5]2[S:7][CH:8]=[CH:9][C:4]=2[C:3]=1[CH2:10][C:11]1[CH:16]=[CH:15][CH:14]=[CH:13][C:12]=1[S:17]([N:20]1[CH2:24][CH2:23][CH2:22][CH2:21]1)(=[O:19])=[O:18].C(=O)([O-])[O-].[Cs+].[Cs+].Br[CH2:32][C:33]([O:35][CH2:36][CH3:37])=[O:34].O, predict the reaction product. The product is: [CH3:1][C:2]1[N:6]([CH2:32][C:33]([O:35][CH2:36][CH3:37])=[O:34])[C:5]2[S:7][CH:8]=[CH:9][C:4]=2[C:3]=1[CH2:10][C:11]1[CH:16]=[CH:15][CH:14]=[CH:13][C:12]=1[S:17]([N:20]1[CH2:24][CH2:23][CH2:22][CH2:21]1)(=[O:19])=[O:18]. (5) Given the reactants [CH3:1][C:2]1[CH:14]=[C:13]([C:15](=[N:23][O:24][CH2:25][C:26]2[CH:31]=[CH:30][C:29]([C:32]([F:35])([F:34])[F:33])=[CH:28][CH:27]=2)[CH2:16][C:17]2[CH:22]=[CH:21][CH:20]=[CH:19][CH:18]=2)[CH:12]=[CH:11][C:3]=1[O:4][CH2:5][C:6](OCC)=[O:7].[NH2:36][OH:37].O.[C-]#N.[Na+], predict the reaction product. The product is: [OH:37][NH:36][C:6](=[O:7])[CH2:5][O:4][C:3]1[CH:11]=[CH:12][C:13]([C:15](=[N:23][O:24][CH2:25][C:26]2[CH:27]=[CH:28][C:29]([C:32]([F:35])([F:34])[F:33])=[CH:30][CH:31]=2)[CH2:16][C:17]2[CH:18]=[CH:19][CH:20]=[CH:21][CH:22]=2)=[CH:14][C:2]=1[CH3:1]. (6) Given the reactants C[O:2][C:3](=[O:9])[C:4]([CH3:8])([CH3:7])[CH2:5][OH:6].[H-].[Na+].[CH2:12](Br)[C:13]1[CH:18]=[CH:17][CH:16]=[CH:15][CH:14]=1.O, predict the reaction product. The product is: [CH2:12]([O:6][CH2:5][C:4]([CH3:8])([CH3:7])[C:3]([OH:2])=[O:9])[C:13]1[CH:18]=[CH:17][CH:16]=[CH:15][CH:14]=1. (7) The product is: [OH:1][C:2]1[CH:7]=[CH:6][C:5]([C:8](=[C:24]2[CH2:25][C:26]([CH3:29])([CH3:28])[CH2:27][C:22]([CH3:31])([CH3:21])[CH2:23]2)[C:10]2[CH:15]=[CH:14][C:13]([CH2:16][C:17]([O:19][CH3:20])=[O:18])=[CH:12][CH:11]=2)=[CH:4][CH:3]=1. Given the reactants [OH:1][C:2]1[CH:7]=[CH:6][C:5]([C:8]([C:10]2[CH:15]=[CH:14][C:13]([CH2:16][C:17]([O:19][CH3:20])=[O:18])=[CH:12][CH:11]=2)=O)=[CH:4][CH:3]=1.[CH3:21][C:22]1([CH3:31])[CH2:27][C:26]([CH3:29])([CH3:28])[CH2:25][C:24](=O)[CH2:23]1.C([O-])([O-])=O.[K+].[K+], predict the reaction product. (8) Given the reactants [Cl:1][C:2]1[N:10]=[C:9]2[C:5]([N:6]=[CH:7][N:8]2[CH2:11][CH2:12][CH3:13])=[C:4](Cl)[N:3]=1.N[CH:16]([C:23]1[CH:28]=[CH:27][CH:26]=[CH:25][CH:24]=1)[C:17]1[CH:22]=[CH:21][CH:20]=[CH:19][CH:18]=1.[CH2:29]([N:31](CC)CC)C, predict the reaction product. The product is: [Cl:1][C:2]1[N:10]=[C:9]2[C:5]([N:6]=[CH:7][N:8]2[CH2:11][CH2:12][CH3:13])=[C:4]([NH:31][CH2:29][CH:16]([C:23]2[CH:28]=[CH:27][CH:26]=[CH:25][CH:24]=2)[C:17]2[CH:22]=[CH:21][CH:20]=[CH:19][CH:18]=2)[N:3]=1.